Dataset: Reaction yield outcomes from USPTO patents with 853,638 reactions. Task: Predict the reaction yield, written as a fraction of the theoretical maximum amount of product (1.0 means a 100% yield; for example, 0.34 means a 34% yield). (1) The product is [CH3:26][O:25][C:22]1[CH:23]=[CH:24][C:19]([CH2:18][C:17]([NH:16][C:13]2[CH:14]=[CH:15][C:10]([C:9]([N:8]([CH2:7][C:6]([O:5][C:1]([CH3:3])([CH3:4])[CH3:2])=[O:43])[CH2:33][C:34]3[CH:35]=[CH:36][C:37]([C:38]4[O:40][N:62]=[C:61]([C:63]5[CH:64]=[CH:65][C:66]([C:69]6[CH:74]=[CH:73][C:72]([CH3:75])=[CH:71][CH:70]=6)=[CH:67][CH:68]=5)[N:60]=4)=[CH:41][CH:42]=3)=[O:32])=[CH:11][CH:12]=2)=[O:31])=[C:20]([C:27]([F:29])([F:30])[F:28])[CH:21]=1. The catalyst is O1CCOCC1.CN(C=O)C. The reactants are [C:1]([O:5][C:6](=[O:43])[CH2:7][N:8]([CH2:33][C:34]1[CH:42]=[CH:41][C:37]([C:38]([OH:40])=O)=[CH:36][CH:35]=1)[C:9](=[O:32])[C:10]1[CH:15]=[CH:14][C:13]([NH:16][C:17](=[O:31])[CH2:18][C:19]2[CH:24]=[CH:23][C:22]([O:25][CH3:26])=[CH:21][C:20]=2[C:27]([F:30])([F:29])[F:28])=[CH:12][CH:11]=1)([CH3:4])([CH3:3])[CH3:2].CN1CCOCC1.ClC(OCC(C)C)=O.O[N:60]=[C:61]([C:63]1[CH:68]=[CH:67][C:66]([C:69]2[CH:74]=[CH:73][C:72]([CH3:75])=[CH:71][CH:70]=2)=[CH:65][CH:64]=1)[NH2:62].C([O-])(O)=O.[Na+]. The yield is 0.350. (2) The yield is 0.840. The catalyst is C1COCC1.CO. The product is [NH2:1][C:2]1[C:7]([O:8][CH3:9])=[C:6]([C:10]([OH:12])=[O:11])[N:5]=[C:4]([C:14]2[CH:15]=[N:16][C:17]([O:20][CH3:21])=[CH:18][CH:19]=2)[C:3]=1[F:22]. The reactants are [NH2:1][C:2]1[C:7]([O:8][CH3:9])=[C:6]([C:10]([O:12]C)=[O:11])[N:5]=[C:4]([C:14]2[CH:15]=[N:16][C:17]([O:20][CH3:21])=[CH:18][CH:19]=2)[C:3]=1[F:22].O.O.[OH-].[Li+]. (3) The reactants are [NH2:1][C:2]1[C:3]([Cl:24])=[C:4]([NH:10][CH:11]2[CH2:16][CH2:15][N:14]([C:17]([O:19][C:20]([CH3:23])([CH3:22])[CH3:21])=[O:18])[CH2:13][CH2:12]2)[CH:5]=[C:6]([C:8]#[N:9])[CH:7]=1.Cl[C:26]1[N:31]=[C:30]([N:32]([CH:42]2[CH2:44][CH2:43]2)[CH2:33][C:34]2[CH:39]=[CH:38][C:37]([O:40][CH3:41])=[CH:36][CH:35]=2)[C:29]2=[N:45][CH:46]=[C:47]([C:48]#[N:49])[N:28]2[N:27]=1.C([O-])([O-])=O.[Cs+].[Cs+].C1(P(C2C=CC=CC=2)C2C3OC4C(=CC=CC=4P(C4C=CC=CC=4)C4C=CC=CC=4)C(C)(C)C=3C=CC=2)C=CC=CC=1. The catalyst is C1C=CC(P(C2C=CC=CC=2)[C-]2C=CC=C2)=CC=1.C1C=CC(P(C2C=CC=CC=2)[C-]2C=CC=C2)=CC=1.[Fe+2].CC([O-])=O.CC([O-])=O.[Pd+2]. The product is [Cl:24][C:3]1[C:2]([NH:1][C:26]2[N:31]=[C:30]([N:32]([CH:42]3[CH2:44][CH2:43]3)[CH2:33][C:34]3[CH:39]=[CH:38][C:37]([O:40][CH3:41])=[CH:36][CH:35]=3)[C:29]3=[N:45][CH:46]=[C:47]([C:48]#[N:49])[N:28]3[N:27]=2)=[CH:7][C:6]([C:8]#[N:9])=[CH:5][C:4]=1[NH:10][CH:11]1[CH2:12][CH2:13][N:14]([C:17]([O:19][C:20]([CH3:21])([CH3:23])[CH3:22])=[O:18])[CH2:15][CH2:16]1. The yield is 0.680. (4) The reactants are N[C:2]1[CH:7]=[C:6]([CH3:8])[C:5]([Br:9])=[CH:4][N:3]=1.[BrH:10].BrBr.N([O-])=O.[Na+].[OH-].[Na+]. The catalyst is O.CCOCC.CCCCCC. The product is [Br:10][C:2]1[CH:7]=[C:6]([CH3:8])[C:5]([Br:9])=[CH:4][N:3]=1. The yield is 0.680. (5) The reactants are [Br:1][C:2]1[C:3](F)=[C:4]2[C:10]([NH:11][C:12](=[O:16])[CH:13]([CH3:15])[CH3:14])=[CH:9][NH:8][C:5]2=[N:6][CH:7]=1.C(OC(=O)[NH:24][C@H:25]1[C@H:30]([CH:31]2[CH2:33][CH2:32]2)[CH2:29][CH2:28][NH:27][CH2:26]1)(C)(C)C.CCN(C(C)C)C(C)C.C(O)(C(F)(F)F)=O.C(Cl)[Cl:52]. The catalyst is CCCCO. The product is [ClH:52].[NH2:24][C@H:25]1[C@H:30]([CH:31]2[CH2:33][CH2:32]2)[CH2:29][CH2:28][N:27]([C:3]2[C:2]([Br:1])=[CH:7][N:6]=[C:5]3[NH:8][CH:9]=[C:10]([NH:11][C:12](=[O:16])[CH:13]([CH3:15])[CH3:14])[C:4]=23)[CH2:26]1. The yield is 0.520. (6) The reactants are [C:1]([C:5]1[CH:10]=[C:9]([C:11]([CH3:14])([CH3:13])[CH3:12])[CH:8]=[C:7]([NH2:15])[C:6]=1[OH:16])([CH3:4])([CH3:3])[CH3:2].[BH3-][C:18]#N.[Na+].C=O. The catalyst is CO. The product is [C:1]([C:5]1[CH:10]=[C:9]([C:11]([CH3:14])([CH3:13])[CH3:12])[CH:8]=[C:7]([NH:15][CH3:18])[C:6]=1[OH:16])([CH3:4])([CH3:2])[CH3:3]. The yield is 0.150. (7) The product is [C:1]([C:4]1[CH:9]=[CH:8][C:7]([CH2:10][C:11]([OH:13])=[O:12])=[C:6]([NH:16][C:17]([O:19][CH2:20][CH:21]=[CH2:22])=[O:18])[CH:5]=1)(=[O:3])[CH3:2]. The reactants are [C:1]([C:4]1[CH:9]=[CH:8][C:7]([CH2:10][C:11]([O:13]CC)=[O:12])=[C:6]([NH:16][C:17]([O:19][CH2:20][CH:21]=[CH2:22])=[O:18])[CH:5]=1)(=[O:3])[CH3:2].[OH-].[Na+].Cl. The yield is 0.700. The catalyst is C(O)C.